This data is from Forward reaction prediction with 1.9M reactions from USPTO patents (1976-2016). The task is: Predict the product of the given reaction. The product is: [CH2:1]([O:3][C:4]([CH:6]1[CH2:11][CH2:10][CH:9]([CH2:12][C:13]([OH:15])=[O:14])[CH2:8][CH2:7]1)=[O:5])[CH3:2]. Given the reactants [CH2:1]([O:3][C:4]([CH:6]1[CH2:11][CH2:10][C:9](=[CH:12][C:13]([OH:15])=[O:14])[CH2:8][CH2:7]1)=[O:5])[CH3:2], predict the reaction product.